Task: Predict the product of the given reaction.. Dataset: Forward reaction prediction with 1.9M reactions from USPTO patents (1976-2016) (1) Given the reactants S1C=CC(C(Cl)=O)=C1.[S:9]1[CH:13]=[CH:12][C:11]([C:14]([N:16]=[C:17]=[S:18])=[O:15])=[CH:10]1.[CH3:19][O:20][C:21]1[CH:22]=[C:23]2[C:28](=[CH:29][C:30]=1[O:31][CH3:32])[N:27]=[CH:26][CH:25]=[C:24]2[O:33][C:34]1[CH:40]=[CH:39][C:37]([NH2:38])=[C:36]([F:41])[CH:35]=1.C1(C)C=CC=CC=1, predict the reaction product. The product is: [S:9]1[CH:13]=[CH:12][C:11]([C:14]([N:16]=[C:17]=[S:18])=[O:15])=[CH:10]1.[CH3:19][O:20][C:21]1[CH:22]=[C:23]2[C:28](=[CH:29][C:30]=1[O:31][CH3:32])[N:27]=[CH:26][CH:25]=[C:24]2[O:33][C:34]1[CH:40]=[CH:39][C:37]([NH:38][C:17]([NH:16][C:14]([C:11]2[CH:12]=[CH:13][S:9][CH:10]=2)=[O:15])=[S:18])=[C:36]([F:41])[CH:35]=1. (2) The product is: [OH:22][C:17]1[CH:18]=[CH:19][C:20]([C:13]2([C:1]3[CH:2]=[CH:3][C:17]([OH:22])=[C:16]([CH3:21])[CH:15]=3)[C:5]3[CH:4]=[CH:9][CH:8]=[CH:7][C:6]=3[C:11]3[C:12]2=[CH:18][CH:19]=[CH:20][CH:10]=3)=[CH:21][C:16]=1[CH3:15]. Given the reactants [C:1]1(=O)[C:13]2[C:5]([C:6]3[C:11]([CH:12]=2)=[CH:10][CH:9]=[CH:8][CH:7]=3)=[CH:4][CH:3]=[CH:2]1.[CH3:15][C:16]1[CH:21]=[CH:20][CH:19]=[CH:18][C:17]=1[OH:22], predict the reaction product. (3) Given the reactants [CH2:1]([NH:4][C:5](=[O:22])[NH:6][C:7]1[CH:12]=[CH:11][C:10](B2OC(C)(C)C(C)(C)O2)=[CH:9][CH:8]=1)[CH2:2][CH3:3].Cl[C:24]1[N:29]=[C:28]([N:30]2[CH2:35][CH2:34][O:33][CH2:32][CH2:31]2)[CH:27]=[CH:26][N:25]=1.N1CCOCC1, predict the reaction product. The product is: [O:33]1[CH2:34][CH2:35][N:30]([C:28]2[CH:27]=[CH:26][N:25]=[C:24]([C:10]3[CH:9]=[CH:8][C:7]([NH:6][C:5]([NH:4][CH2:1][CH2:2][CH3:3])=[O:22])=[CH:12][CH:11]=3)[N:29]=2)[CH2:31][CH2:32]1. (4) Given the reactants [N:1]1([C:7]([O:9][C:10]([CH3:13])([CH3:12])[CH3:11])=[O:8])[CH2:6][CH2:5][NH:4][CH2:3][CH2:2]1.[Cl:14][C:15]1[N:16]=[N:17][C:18](Cl)=[CH:19][CH:20]=1.C(N(CC)CC)C, predict the reaction product. The product is: [Cl:14][C:15]1[N:16]=[N:17][C:18]([N:4]2[CH2:5][CH2:6][N:1]([C:7]([O:9][C:10]([CH3:13])([CH3:12])[CH3:11])=[O:8])[CH2:2][CH2:3]2)=[CH:19][CH:20]=1. (5) Given the reactants [C:1]([O:5][C:6]([N:8]1[CH2:13][C@H:12]([CH2:14][N:15]2[CH2:20][CH2:19][NH:18][C:17](=[O:21])[C@H:16]2[CH3:22])[N:11]([CH2:23][C:24]([N:26]2[C:34]3[C:29](=[N:30][CH:31]=[C:32]([CH2:35][C:36]4[CH:41]=[CH:40][C:39]([F:42])=[CH:38][CH:37]=4)[CH:33]=3)[C:28]([CH3:44])([CH3:43])[CH2:27]2)=[O:25])[CH2:10][C@H:9]1[CH3:45])=[O:7])([CH3:4])([CH3:3])[CH3:2].[H-].[Na+].[CH3:48]I.O, predict the reaction product. The product is: [C:1]([O:5][C:6]([N:8]1[CH2:13][C@H:12]([CH2:14][N:15]2[CH2:20][CH2:19][N:18]([CH3:48])[C:17](=[O:21])[C@H:16]2[CH3:22])[N:11]([CH2:23][C:24]([N:26]2[C:34]3[C:29](=[N:30][CH:31]=[C:32]([CH2:35][C:36]4[CH:41]=[CH:40][C:39]([F:42])=[CH:38][CH:37]=4)[CH:33]=3)[C:28]([CH3:43])([CH3:44])[CH2:27]2)=[O:25])[CH2:10][C@H:9]1[CH3:45])=[O:7])([CH3:2])([CH3:3])[CH3:4]. (6) The product is: [CH3:1][O:2][C:3]1[CH:4]=[CH:5][C:6]([CH2:7][N:8]2[C:16]3[C:11](=[CH:12][CH:13]=[CH:14][CH:15]=3)[C:10]([CH2:17][O:18][CH2:22][C:23]([OH:25])=[O:24])=[N:9]2)=[CH:19][CH:20]=1. Given the reactants [CH3:1][O:2][C:3]1[CH:20]=[CH:19][C:6]([CH2:7][N:8]2[C:16]3[C:11](=[CH:12][CH:13]=[CH:14][CH:15]=3)[C:10]([CH2:17][OH:18])=[N:9]2)=[CH:5][CH:4]=1.Br[CH2:22][C:23]([OH:25])=[O:24].[H-].[Na+], predict the reaction product.